The task is: Predict the product of the given reaction.. This data is from Forward reaction prediction with 1.9M reactions from USPTO patents (1976-2016). (1) Given the reactants [CH3:1][C:2]1[CH:7]=[CH:6][C:5]([C:8]2[C:24]3[CH:25]=[CH:26][CH:27]=[CH:28][C:23]=3[O:22][C:10]3([CH2:15][CH2:14][N:13]([CH2:16][C:17]([O:19][CH2:20][CH3:21])=[O:18])[CH2:12][CH2:11]3)[CH:9]=2)=[CH:4][CH:3]=1, predict the reaction product. The product is: [CH3:1][C:2]1[CH:7]=[CH:6][C:5]([CH:8]2[C:24]3[CH:25]=[CH:26][CH:27]=[CH:28][C:23]=3[O:22][C:10]3([CH2:15][CH2:14][N:13]([CH2:16][C:17]([O:19][CH2:20][CH3:21])=[O:18])[CH2:12][CH2:11]3)[CH2:9]2)=[CH:4][CH:3]=1. (2) Given the reactants [NH2:1][C:2]1[C:7]([NH2:8])=[C:6]([C:9]2[CH:14]=[CH:13][C:12]([CH2:15][NH:16][C:17](=[O:19])[O-:18])=[C:11]([F:20])[CH:10]=2)[CH:5]=[CH:4][N:3]=1.[CH3:21][O:22][C:23]1[CH:30]=[CH:29][CH:28]=[CH:27][C:24]=1[CH:25]=O, predict the reaction product. The product is: [F:20][C:11]1[CH:10]=[C:9]([C:6]2[CH:5]=[CH:4][N:3]=[C:2]3[NH:1][C:25]([C:24]4[CH:27]=[CH:28][CH:29]=[CH:30][C:23]=4[O:22][CH3:21])=[N:8][C:7]=23)[CH:14]=[CH:13][C:12]=1[CH2:15][NH:16][C:17](=[O:18])[O:19][C:6]([CH3:9])([CH3:7])[CH3:5].